Dataset: Reaction yield outcomes from USPTO patents with 853,638 reactions. Task: Predict the reaction yield, written as a fraction of the theoretical maximum amount of product (1.0 means a 100% yield; for example, 0.34 means a 34% yield). The reactants are Br[C:2]1[CH:3]=[C:4]2[C:9](=[CH:10][CH:11]=1)[N:8]=[CH:7][C:6]([C:12]([CH:14]1[CH2:16][CH2:15]1)=[O:13])=[C:5]2[NH:17][C:18]1[CH:23]=[CH:22][CH:21]=[C:20]([CH2:24][N:25]([CH3:27])[CH3:26])[CH:19]=1.[Cl:28][C:29]1[CH:34]=[C:33](B2OC(C)(C)C(C)(C)O2)[CH:32]=[C:31]([Cl:44])[C:30]=1[OH:45]. No catalyst specified. The product is [CH:14]1([C:12]([C:6]2[CH:7]=[N:8][C:9]3[C:4]([C:5]=2[NH:17][C:18]2[CH:23]=[CH:22][CH:21]=[C:20]([CH2:24][N:25]([CH3:27])[CH3:26])[CH:19]=2)=[CH:3][C:2]([C:33]2[CH:34]=[C:29]([Cl:28])[C:30]([OH:45])=[C:31]([Cl:44])[CH:32]=2)=[CH:11][CH:10]=3)=[O:13])[CH2:15][CH2:16]1. The yield is 0.750.